This data is from Forward reaction prediction with 1.9M reactions from USPTO patents (1976-2016). The task is: Predict the product of the given reaction. Given the reactants [C:1]([C:5]1[CH:10]=[CH:9][C:8]([C:11]2[N:12]=[C:13]3[CH:18]=[CH:17][CH:16]=[C:15](N4CCNCC4)[N:14]3[CH:25]=2)=[CH:7][CH:6]=1)([CH3:4])([CH3:3])[CH3:2].NC1C=CC=CN=1.C(C1C=CC(C(=O)CCl)=CC=1)(C)(C)C, predict the reaction product. The product is: [C:1]([C:5]1[CH:10]=[CH:9][C:8]([C:11]2[N:12]=[C:13]3[CH:18]=[CH:17][CH:16]=[CH:15][N:14]3[CH:25]=2)=[CH:7][CH:6]=1)([CH3:4])([CH3:2])[CH3:3].